Task: Predict the reactants needed to synthesize the given product.. Dataset: Full USPTO retrosynthesis dataset with 1.9M reactions from patents (1976-2016) (1) Given the product [OH:5][CH2:6][C:7]1[C:11]([CH2:12][O:13][C:14]2[CH:15]=[C:16]3[C:20](=[CH:21][CH:22]=2)[N:19]([CH2:23][C:24]2[CH:25]=[C:26]([CH:31]=[CH:32][CH:33]=2)[C:27]([O:29][CH3:30])=[O:28])[CH:18]=[CH:17]3)=[C:10]([CH:34]([CH3:36])[CH3:35])[O:9][N:8]=1, predict the reactants needed to synthesize it. The reactants are: CC([O:5][CH2:6][C:7]1[C:11]([CH2:12][O:13][C:14]2[CH:15]=[C:16]3[C:20](=[CH:21][CH:22]=2)[N:19]([CH2:23][C:24]2[CH:25]=[C:26]([CH:31]=[CH:32][CH:33]=2)[C:27]([O:29][CH3:30])=[O:28])[CH:18]=[CH:17]3)=[C:10]([CH:34]([CH3:36])[CH3:35])[O:9][N:8]=1)(C)C.FC(F)(F)C(O)=O. (2) Given the product [C:1]1([C:41]2[CH:42]=[CH:43][CH:44]=[CH:45][CH:46]=2)[CH:6]=[CH:5][C:4]([C@@:7]2([O:39][CH3:40])[CH2:38][N:10]3[C:11](=[O:37])[C@@H:12]([NH:29][C:30](=[O:31])[O:32][C:33]([CH3:35])([CH3:36])[CH3:34])[CH2:13][CH2:14][CH2:15][CH2:16][CH2:17][CH:18]=[CH:19][C@@H:20]4[CH2:25][C@@:21]4([C:26](=[O:27])[NH:65][S:62]([CH:59]4[CH2:61][CH2:60]4)(=[O:64])=[O:63])[NH:22][C:23](=[O:24])[C@@H:9]3[CH2:8]2)=[CH:3][CH:2]=1, predict the reactants needed to synthesize it. The reactants are: [C:1]1([C:41]2[CH:46]=[CH:45][CH:44]=[CH:43][CH:42]=2)[CH:6]=[CH:5][C:4]([C@@:7]2([O:39][CH3:40])[CH2:38][N:10]3[C:11](=[O:37])[C@@H:12]([NH:29][C:30]([O:32][C:33]([CH3:36])([CH3:35])[CH3:34])=[O:31])[CH2:13][CH2:14][CH2:15][CH2:16][CH2:17][CH:18]=[CH:19][C@@H:20]4[CH2:25][C@@:21]4([C:26](O)=[O:27])[NH:22][C:23](=[O:24])[C@@H:9]3[CH2:8]2)=[CH:3][CH:2]=1.C1N=CN(C(N2C=NC=C2)=O)C=1.[CH:59]1([S:62]([NH2:65])(=[O:64])=[O:63])[CH2:61][CH2:60]1.C1CCN2C(=NCCC2)CC1. (3) Given the product [S:9]=[C:4]1[C:3]([C:1]#[N:2])=[CH:8][CH:7]=[CH:6][NH:5]1, predict the reactants needed to synthesize it. The reactants are: [C:1]([C:3]1[C:4]([S:9]CCC(OC)=O)=[N:5][CH:6]=[CH:7][CH:8]=1)#[N:2].[H-].[Na+]. (4) Given the product [F:14][C:15]([F:30])([F:29])[C:16]([OH:12])=[O:45].[F:30][C:15]([F:14])([F:29])[C:16]1[CH:17]=[CH:18][C:19]([C:22]2[S:26][C:25]([CH2:27][NH:1][C:2]3[CH:3]=[CH:4][C:5]([C@@H:8]4[CH2:10][C@H:9]4[C:11]([OH:13])=[O:12])=[CH:6][CH:7]=3)=[CH:24][CH:23]=2)=[CH:20][CH:21]=1, predict the reactants needed to synthesize it. The reactants are: [NH2:1][C:2]1[CH:7]=[CH:6][C:5]([C@@H:8]2[CH2:10][C@H:9]2[C:11]([OH:13])=[O:12])=[CH:4][CH:3]=1.[F:14][C:15]([F:30])([F:29])[C:16]1[CH:21]=[CH:20][C:19]([C:22]2[S:26][C:25]([CH:27]=O)=[CH:24][CH:23]=2)=[CH:18][CH:17]=1.C(O[BH-](OC(=O)C)OC(=O)C)(=O)C.[Na+].[OH2:45]. (5) Given the product [CH3:26][S:27]([O:15][CH2:14][C:11]1[CH:12]=[CH:13][C:8]([C:3]2[CH:4]=[CH:5][CH:6]=[CH:7][C:2]=2[Cl:1])=[CH:9][C:10]=1[CH3:16])(=[O:29])=[O:28], predict the reactants needed to synthesize it. The reactants are: [Cl:1][C:2]1[CH:7]=[CH:6][CH:5]=[CH:4][C:3]=1[C:8]1[CH:13]=[CH:12][C:11]([CH2:14][OH:15])=[C:10]([CH3:16])[CH:9]=1.C(N(C(C)C)CC)(C)C.[CH3:26][S:27](Cl)(=[O:29])=[O:28]. (6) Given the product [Cl:22][C:19]1[CH:20]=[CH:21][C:16]([CH:15]([C:23]2[CH:24]=[CH:25][C:26]([Cl:29])=[CH:27][CH:28]=2)[CH2:14][CH2:30][NH:31][C:1](=[O:9])[C:2]2[CH:3]=[CH:4][CH:5]=[CH:6][CH:7]=2)=[CH:17][CH:18]=1, predict the reactants needed to synthesize it. The reactants are: [C:1]([OH:9])(=O)[C:2]1[CH:7]=[CH:6][CH:5]=[CH:4][CH:3]=1.C(OC(=O)[C:14]([C:30]#[N:31])=[C:15]([C:23]1[CH:28]=[CH:27][C:26]([Cl:29])=[CH:25][CH:24]=1)[C:16]1[CH:21]=[CH:20][C:19]([Cl:22])=[CH:18][CH:17]=1)C.C(Cl)CCl.C1C=CC2N(O)N=NC=2C=1.CCN(C(C)C)C(C)C. (7) Given the product [CH3:1][O:2][C:3](=[O:16])[C:4]1[CH:9]=[C:8]([C:21]2[CH:22]=[CH:23][C:18]([Cl:17])=[CH:19][CH:20]=2)[C:7]([O:11][CH2:12][CH2:13][O:14][CH3:15])=[N:6][CH:5]=1, predict the reactants needed to synthesize it. The reactants are: [CH3:1][O:2][C:3](=[O:16])[C:4]1[CH:9]=[C:8](Br)[C:7]([O:11][CH2:12][CH2:13][O:14][CH3:15])=[N:6][CH:5]=1.[Cl:17][C:18]1[CH:23]=[CH:22][C:21](B(O)O)=[CH:20][CH:19]=1.C(=O)([O-])[O-].[Na+].[Na+].O. (8) Given the product [S:12]1[CH:13]=[CH:14][CH:15]=[C:11]1[CH2:10][N:9]([CH2:16][C:17]1[S:18][CH:19]=[CH:20][CH:21]=1)[C:7](=[O:8])[C@H:6]([C:37]#[N:38])[CH2:22][CH2:23][CH2:24][CH2:25][NH:26][C:27](=[O:28])[O:29][CH2:30][C:31]1[CH:36]=[CH:35][CH:34]=[CH:33][CH:32]=1, predict the reactants needed to synthesize it. The reactants are: CS(O[C@@H:6]([CH2:22][CH2:23][CH2:24][CH2:25][NH:26][C:27]([O:29][CH2:30][C:31]1[CH:36]=[CH:35][CH:34]=[CH:33][CH:32]=1)=[O:28])[C:7]([N:9]([CH2:16][C:17]1[S:18][CH:19]=[CH:20][CH:21]=1)[CH2:10][C:11]1[S:12][CH:13]=[CH:14][CH:15]=1)=[O:8])(=O)=O.[C-:37]#[N:38].[Na+].